Dataset: Full USPTO retrosynthesis dataset with 1.9M reactions from patents (1976-2016). Task: Predict the reactants needed to synthesize the given product. (1) Given the product [CH:25]12[O:30][CH:28]([CH2:27][CH2:26]1)[CH2:29][N:23]([C:22]1[N:21]=[C:20]([Cl:31])[N:19]=[C:18]3[N:14]([CH:11]4[CH2:12][CH2:13][N:8]([C:39]([O:41][CH3:42])=[O:40])[CH2:9][CH2:10]4)[N:15]=[CH:16][C:17]=13)[CH2:24]2, predict the reactants needed to synthesize it. The reactants are: C([N:8]1[CH2:13][CH2:12][CH:11]([N:14]2[C:18]3=[N:19][C:20]([Cl:31])=[N:21][C:22]([N:23]4[CH2:29][CH:28]5[O:30][CH:25]([CH2:26][CH2:27]5)[CH2:24]4)=[C:17]3[CH:16]=[N:15]2)[CH2:10][CH2:9]1)C1C=CC=CC=1.C(=O)([O-])[O-].[K+].[K+].Cl[C:39]([O:41][CH3:42])=[O:40]. (2) Given the product [Br:22][CH2:1][C:2]1[CH:7]=[CH:6][CH:5]=[C:4]([C:8]2[CH:13]=[CH:12][C:11]([C:14]([F:15])([F:16])[F:17])=[CH:10][CH:9]=2)[C:3]=1[C:18]([O:20][CH3:21])=[O:19], predict the reactants needed to synthesize it. The reactants are: [CH3:1][C:2]1[CH:7]=[CH:6][CH:5]=[C:4]([C:8]2[CH:13]=[CH:12][C:11]([C:14]([F:17])([F:16])[F:15])=[CH:10][CH:9]=2)[C:3]=1[C:18]([O:20][CH3:21])=[O:19].[Br:22]N1C(=O)CCC1=O. (3) Given the product [C:1]([C:4]1[CH:5]=[C:6]([CH:30]=[CH:31][CH:32]=1)[CH2:7][C@H:8]1[CH2:13][C@H:12]2[C@H:14]3[C@H:23]([CH2:24][CH2:25][C@:10]2([CH3:11])[C@H:9]1[OH:29])[C:22]1[C:17](=[CH:18][C:19]([B:26]([OH:27])[OH:28])=[CH:20][CH:21]=1)[CH2:16][CH2:15]3)(=[O:3])[NH2:2], predict the reactants needed to synthesize it. The reactants are: [C:1]([C:4]1[CH:5]=[C:6]([CH:30]=[CH:31][CH:32]=1)/[CH:7]=[C:8]1/[C@H:9]([OH:29])[C@:10]2([CH2:25][CH2:24][C@H:23]3[C@@H:14]([CH2:15][CH2:16][C:17]4[C:22]3=[CH:21][CH:20]=[C:19]([B:26]([OH:28])[OH:27])[CH:18]=4)[C@@H:12]2[CH2:13]/1)[CH3:11])(=[O:3])[NH2:2]. (4) Given the product [C:58]([O:57][C:55]([NH:62][CH2:63][C:64]1[O:35][N:34]=[C:2]([C:3]2[N:12]=[CH:11][CH:10]=[C:9]3[C:4]=2[CH:5]=[C:6]([C:28]2[CH:29]=[CH:30][CH:31]=[CH:32][CH:33]=2)[C:7]([C:13]2[CH:14]=[CH:15][C:16]([CH2:17][NH:18][C:19](=[O:25])[O:20][C:21]([CH3:23])([CH3:24])[CH3:22])=[CH:26][CH:27]=2)=[N:8]3)[N:1]=1)=[O:56])([CH3:61])([CH3:60])[CH3:59], predict the reactants needed to synthesize it. The reactants are: [NH2:1]/[C:2](=[N:34]\[OH:35])/[C:3]1[N:12]=[CH:11][CH:10]=[C:9]2[C:4]=1[CH:5]=[C:6]([C:28]1[CH:33]=[CH:32][CH:31]=[CH:30][CH:29]=1)[C:7]([C:13]1[CH:27]=[CH:26][C:16]([CH2:17][NH:18][C:19](=[O:25])[O:20][C:21]([CH3:24])([CH3:23])[CH3:22])=[CH:15][CH:14]=1)=[N:8]2.C1C=CC2N(O)N=NC=2C=1.CCN(C(C)C)C(C)C.[C:55]([NH:62][CH2:63][C:64](O)=O)([O:57][C:58]([CH3:61])([CH3:60])[CH3:59])=[O:56]. (5) Given the product [F:20][C:19]1[C:18]2[CH:21]=[CH:22][CH:23]=[C:24]([O:25][CH3:26])[C:17]=2[S:16][C:15]=1[CH2:14][C:33]1[CH:32]=[CH:31][CH:30]=[C:29]([C:28]([F:39])([F:38])[F:27])[CH:34]=1, predict the reactants needed to synthesize it. The reactants are: C(=O)([O-])[O-].[Na+].[Na+].COCCOC.Br[CH2:14][C:15]1[S:16][C:17]2[C:24]([O:25][CH3:26])=[CH:23][CH:22]=[CH:21][C:18]=2[C:19]=1[F:20].[F:27][C:28]([F:39])([F:38])[C:29]1[CH:30]=[C:31](B(O)O)[CH:32]=[CH:33][CH:34]=1. (6) The reactants are: Br[C:2]1[CH:3]=[C:4]2[C:8](=[CH:9][CH:10]=1)[N:7]([CH2:11][CH2:12][O:13][C:14]1[CH:19]=[CH:18][C:17]([O:20][C:21]([F:24])([F:23])[F:22])=[CH:16][CH:15]=1)[C:6]([C:25]([O:27][CH2:28][CH3:29])=[O:26])=[CH:5]2.[BH3:30].[OH:31][C:32]([C:35]([OH:38])([CH3:37])[CH3:36])([CH3:34])[CH3:33].CC([O-])=O.[K+]. Given the product [CH3:33][C:32]1([CH3:34])[C:35]([CH3:37])([CH3:36])[O:38][B:30]([C:2]2[CH:3]=[C:4]3[C:8](=[CH:9][CH:10]=2)[N:7]([CH2:11][CH2:12][O:13][C:14]2[CH:19]=[CH:18][C:17]([O:20][C:21]([F:24])([F:23])[F:22])=[CH:16][CH:15]=2)[C:6]([C:25]([O:27][CH2:28][CH3:29])=[O:26])=[CH:5]3)[O:31]1, predict the reactants needed to synthesize it. (7) Given the product [CH2:1]([C:3]1[C:11]2[C:6](=[CH:7][CH:8]=[CH:9][C:10]=2[NH:12][C:50]([C:47]2[N:44]3[CH:45]=[CH:46][C:41]([O:40][CH2:39][CH2:38][N:35]4[CH2:36][CH2:37][N:32]([CH3:31])[CH2:33][CH2:34]4)=[CH:42][C:43]3=[N:49][CH:48]=2)=[O:51])[N:5]([CH2:13][C:14]2[CH:19]=[CH:18][CH:17]=[C:16]([CH3:20])[N:15]=2)[N:4]=1)[CH3:2], predict the reactants needed to synthesize it. The reactants are: [CH2:1]([C:3]1[C:11]2[C:10]([NH2:12])=[CH:9][CH:8]=[CH:7][C:6]=2[N:5]([CH2:13][C:14]2[CH:19]=[CH:18][CH:17]=[C:16]([CH3:20])[N:15]=2)[N:4]=1)[CH3:2].[Li+].C[Si]([N-][Si](C)(C)C)(C)C.[CH3:31][N:32]1[CH2:37][CH2:36][N:35]([CH2:38][CH2:39][O:40][C:41]2[CH:46]=[CH:45][N:44]3[C:47]([C:50](OCC)=[O:51])=[CH:48][N:49]=[C:43]3[CH:42]=2)[CH2:34][CH2:33]1.[Cl-].[NH4+]. (8) The reactants are: [Cl:1][C:2]1[CH:11]=[C:10]([C:12]2[N:17]=[C:16]3[N:18]([CH2:21][C:22]4[CH:23]=[C:24]5[C:29](=[CH:30][CH:31]=4)[N:28]=[CH:27][CH:26]=[CH:25]5)[N:19]=[N:20][C:15]3=[CH:14][CH:13]=2)[CH:9]=[CH:8][C:3]=1[C:4]([O:6]C)=[O:5].[OH-].[Li+].C1COCC1.Cl. Given the product [Cl:1][C:2]1[CH:11]=[C:10]([C:12]2[N:17]=[C:16]3[N:18]([CH2:21][C:22]4[CH:23]=[C:24]5[C:29](=[CH:30][CH:31]=4)[N:28]=[CH:27][CH:26]=[CH:25]5)[N:19]=[N:20][C:15]3=[CH:14][CH:13]=2)[CH:9]=[CH:8][C:3]=1[C:4]([OH:6])=[O:5], predict the reactants needed to synthesize it. (9) The reactants are: C([O:3][C:4]([C:6]1[CH:11]=[CH:10][C:9]([C:12]2[CH:17]=[C:16]([C:18](=[O:32])[NH:19][C:20]3[CH:25]=[CH:24][C:23]([N:26]4[CH2:31][CH2:30][O:29][CH2:28][CH2:27]4)=[CH:22][CH:21]=3)[CH:15]=[CH:14][C:13]=2[CH3:33])=[CH:8][CH:7]=1)=[O:5])C. Given the product [CH3:33][C:13]1[CH:14]=[CH:15][C:16]([C:18](=[O:32])[NH:19][C:20]2[CH:21]=[CH:22][C:23]([N:26]3[CH2:31][CH2:30][O:29][CH2:28][CH2:27]3)=[CH:24][CH:25]=2)=[CH:17][C:12]=1[C:9]1[CH:10]=[CH:11][C:6]([C:4]([OH:5])=[O:3])=[CH:7][CH:8]=1, predict the reactants needed to synthesize it. (10) Given the product [C:1]([C:5]1[CH:6]=[C:7]([C:13](=[O:15])[CH3:14])[CH:8]=[C:9]([Cl:12])[C:10]=1[O:11][CH3:18])([CH3:4])([CH3:2])[CH3:3], predict the reactants needed to synthesize it. The reactants are: [C:1]([C:5]1[CH:6]=[C:7]([C:13](=[O:15])[CH3:14])[CH:8]=[C:9]([Cl:12])[C:10]=1[OH:11])([CH3:4])([CH3:3])[CH3:2].CI.[CH3:18]N(C)C=O.C(=O)([O-])[O-].[K+].[K+].